This data is from Peptide-MHC class I binding affinity with 185,985 pairs from IEDB/IMGT. The task is: Regression. Given a peptide amino acid sequence and an MHC pseudo amino acid sequence, predict their binding affinity value. This is MHC class I binding data. (1) The peptide sequence is TPKPAVRFAI. The MHC is HLA-A03:01 with pseudo-sequence HLA-A03:01. The binding affinity (normalized) is 0.321. (2) The peptide sequence is VFSDGRVAC. The binding affinity (normalized) is 0. The MHC is HLA-A02:03 with pseudo-sequence HLA-A02:03. (3) The binding affinity (normalized) is 0.110. The MHC is Mamu-B17 with pseudo-sequence Mamu-B17. The peptide sequence is NDRPKQAWCW. (4) The peptide sequence is FLIVSLCPTK. The MHC is HLA-A31:01 with pseudo-sequence HLA-A31:01. The binding affinity (normalized) is 0.0620.